From a dataset of Catalyst prediction with 721,799 reactions and 888 catalyst types from USPTO. Predict which catalyst facilitates the given reaction. (1) Reactant: Cl[C:2]1[N:7]=[CH:6][C:5]([CH3:8])=[CH:4][CH:3]=1.[NH:9]1[CH2:14][CH2:13][NH:12][CH2:11][CH2:10]1.C(=O)([O-])[O-].[Na+].[Na+]. Product: [CH3:8][C:5]1[CH:4]=[CH:3][C:2]([N:9]2[CH2:14][CH2:13][NH:12][CH2:11][CH2:10]2)=[N:7][CH:6]=1. The catalyst class is: 287. (2) Reactant: [C:1](OC([O-])=O)([O:3][C:4]([CH3:7])([CH3:6])[CH3:5])=[O:2].[NH:12]1[CH2:17][CH:16]=[CH:15][CH2:14][CH2:13]1.C(=O)([O-])[O-].[Na+].[Na+]. Product: [N:12]1([C:1]([O:3][C:4]([CH3:7])([CH3:6])[CH3:5])=[O:2])[CH2:13][CH:14]=[CH:15][CH2:16][CH2:17]1. The catalyst class is: 6.